Task: Predict the product of the given reaction.. Dataset: Forward reaction prediction with 1.9M reactions from USPTO patents (1976-2016) (1) Given the reactants [Cl:1][C:2]1[CH:3]=[C:4]([CH:24]=[CH:25][CH:26]=1)[CH2:5][N:6]1[CH2:11][CH2:10][CH2:9][C@@H:8]([NH:12][C:13]2[N:14]=[CH:15][C:16](/[CH:19]=[CH:20]/[C:21](O)=[O:22])=[N:17][CH:18]=2)[CH2:7]1.[O:27]1[CH2:32][CH2:31][CH2:30][CH2:29][CH:28]1[O:33][NH2:34].C1C=CC2N(O)N=NC=2C=1.CCN=C=NCCCN(C)C, predict the reaction product. The product is: [Cl:1][C:2]1[CH:3]=[C:4]([CH:24]=[CH:25][CH:26]=1)[CH2:5][N:6]1[CH2:11][CH2:10][CH2:9][C@@H:8]([NH:12][C:13]2[N:14]=[CH:15][C:16](/[CH:19]=[CH:20]/[C:21]([NH:34][O:33][CH:28]3[CH2:29][CH2:30][CH2:31][CH2:32][O:27]3)=[O:22])=[N:17][CH:18]=2)[CH2:7]1. (2) Given the reactants [CH2:1]1[O:12][C:11]2[CH:10]=[CH:9][C:5]([CH:6]=[N:7]O)=[CH:4][C:3]=2[O:2]1.[ClH:13], predict the reaction product. The product is: [ClH:13].[CH2:1]1[O:12][C:11]2[CH:10]=[CH:9][C:5]([CH2:6][NH2:7])=[CH:4][C:3]=2[O:2]1. (3) Given the reactants [F:1][C:2]1([F:25])[CH2:7][CH2:6][CH2:5][C:4]([CH2:9][NH:10][C:11]([C:13]2[C:14]3[CH:15]=[CH:16][C:17](Cl)=[N:18][C:19]=3[CH:20]=[CH:21][C:22]=2[Cl:23])=[O:12])([OH:8])[CH2:3]1.CCN(C(C)C)C(C)C.[NH2:35][CH:36]1[CH2:40][CH2:39][NH:38][CH2:37]1, predict the reaction product. The product is: [F:1][C:2]1([F:25])[CH2:7][CH2:6][CH2:5][C:4]([CH2:9][NH:10][C:11]([C:13]2[C:14]3[CH:15]=[CH:16][C:17]([N:38]4[CH2:39][CH2:40][CH:36]([NH2:35])[CH2:37]4)=[N:18][C:19]=3[CH:20]=[CH:21][C:22]=2[Cl:23])=[O:12])([OH:8])[CH2:3]1. (4) Given the reactants Cl[C:2]1[C:3]2[C:4](=[CH:16][N:17](CC3C=CC(OC)=CC=3)[N:18]=2)[N:5]=[C:6]([C:8]2[CH:13]=[CH:12][CH:11]=[C:10]([S:14][CH3:15])[CH:9]=2)[N:7]=1.[CH3:28][N:29]1[CH2:34][CH2:33][N:32]([C:35]2[CH:41]=[CH:40][C:38]([NH2:39])=[CH:37][CH:36]=2)[CH2:31][CH2:30]1.Cl, predict the reaction product. The product is: [CH3:28][N:29]1[CH2:30][CH2:31][N:32]([C:35]2[CH:41]=[CH:40][C:38]([NH:39][C:2]3[C:3]4[NH:18][N:17]=[CH:16][C:4]=4[N:5]=[C:6]([C:8]4[CH:13]=[CH:12][CH:11]=[C:10]([S:14][CH3:15])[CH:9]=4)[N:7]=3)=[CH:37][CH:36]=2)[CH2:33][CH2:34]1. (5) Given the reactants C([O-])([O-])=O.[Na+].[Na+].[NH:7]1[CH2:14][CH2:13][CH2:12][C@H:8]1[C:9]([OH:11])=[O:10].[Cl:15][C:16]1[CH:17]=[C:18]([S:23](Cl)(=[O:25])=[O:24])[CH:19]=[C:20]([Cl:22])[CH:21]=1, predict the reaction product. The product is: [Cl:22][C:20]1[CH:19]=[C:18]([S:23]([N:7]2[CH2:14][CH2:13][CH2:12][C@H:8]2[C:9]([OH:11])=[O:10])(=[O:24])=[O:25])[CH:17]=[C:16]([Cl:15])[CH:21]=1. (6) Given the reactants [CH3:1][N:2]([CH3:25])[CH2:3][CH2:4][NH:5][C:6]([C:8]1[CH:17]=[C:16]2[C:11]([C:12]([N:19]3[CH2:24][CH2:23][O:22][CH2:21][CH2:20]3)=[N:13][C:14](Cl)=[N:15]2)=[CH:10][CH:9]=1)=[O:7].[CH3:26][N:27]([CH3:55])[C:28](=[O:54])[C:29]1[CH:34]=[CH:33][C:32]([NH:35][C:36]([NH:38][C:39]2[CH:44]=[CH:43][C:42](B3OC(C)(C)C(C)(C)O3)=[CH:41][CH:40]=2)=[O:37])=[CH:31][CH:30]=1.C(=O)([O-])[O-].[Cs+].[Cs+].C(O)(C(F)(F)F)=O, predict the reaction product. The product is: [CH3:1][N:2]([CH3:25])[CH2:3][CH2:4][NH:5][C:6]([C:8]1[CH:17]=[C:16]2[C:11]([C:12]([N:19]3[CH2:24][CH2:23][O:22][CH2:21][CH2:20]3)=[N:13][C:14]([C:42]3[CH:41]=[CH:40][C:39]([NH:38][C:36]([NH:35][C:32]4[CH:33]=[CH:34][C:29]([C:28](=[O:54])[N:27]([CH3:26])[CH3:55])=[CH:30][CH:31]=4)=[O:37])=[CH:44][CH:43]=3)=[N:15]2)=[CH:10][CH:9]=1)=[O:7]. (7) Given the reactants [OH:1][C:2]1[C:11]2[C:6](=[CH:7][CH:8]=[CH:9][CH:10]=2)[C@@:5]([CH3:17])([CH2:12][CH2:13][CH:14]([CH3:16])[CH3:15])[C:4](=[O:18])[C:3]=1[C:19]1[NH:24][C:23]2[CH:25]=[CH:26][C:27]([NH:29]C(=O)OC(C)(C)C)=[CH:28][C:22]=2[S:21](=[O:38])(=[O:37])[N:20]=1.[ClH:39], predict the reaction product. The product is: [ClH:39].[NH2:29][C:27]1[CH:26]=[CH:25][C:23]2[NH:24][C:19]([C:3]3[C:4](=[O:18])[C@:5]([CH3:17])([CH2:12][CH2:13][CH:14]([CH3:16])[CH3:15])[C:6]4[C:11]([C:2]=3[OH:1])=[CH:10][CH:9]=[CH:8][CH:7]=4)=[N:20][S:21](=[O:38])(=[O:37])[C:22]=2[CH:28]=1. (8) Given the reactants [C:1]([O:4][C@@H:5]1[C@@H:18]([O:19][C:20](=[O:22])[CH3:21])[C@H:17]([O:23][C:24](=[O:26])[CH3:25])[CH2:16][S:15][C@H:6]1[O:7][C:8]1[CH:9]=[N:10][CH:11]=[C:12](Br)[CH:13]=1)(=[O:3])[CH3:2].Cl[C:28]1[CH:33]=[CH:32][N:31]=[CH:30][C:29]=1[CH3:34], predict the reaction product. The product is: [C:1]([O:4][C@@H:5]1[C@@H:18]([O:19][C:20](=[O:22])[CH3:21])[C@H:17]([O:23][C:24](=[O:26])[CH3:25])[CH2:16][S:15][C@H:6]1[O:7][C:8]1[CH:9]=[N:10][CH:11]=[C:12]([C:28]2[CH:33]=[CH:32][N:31]=[CH:30][C:29]=2[CH3:34])[CH:13]=1)(=[O:3])[CH3:2].